From a dataset of Peptide-MHC class I binding affinity with 185,985 pairs from IEDB/IMGT. Regression. Given a peptide amino acid sequence and an MHC pseudo amino acid sequence, predict their binding affinity value. This is MHC class I binding data. (1) The peptide sequence is IMDASSFTL. The MHC is HLA-B58:01 with pseudo-sequence HLA-B58:01. The binding affinity (normalized) is 0.639. (2) The peptide sequence is TEANAGQFL. The MHC is HLA-A03:01 with pseudo-sequence HLA-A03:01. The binding affinity (normalized) is 0.0847.